Dataset: Blood-brain barrier permeability classification from the B3DB database. Task: Regression/Classification. Given a drug SMILES string, predict its absorption, distribution, metabolism, or excretion properties. Task type varies by dataset: regression for continuous measurements (e.g., permeability, clearance, half-life) or binary classification for categorical outcomes (e.g., BBB penetration, CYP inhibition). Dataset: b3db_classification. (1) The drug is N=C(N)c1ccc(OCCCCCOc2ccc(C(=N)N)cc2)cc1. The result is 0 (does not penetrate BBB). (2) The molecule is CCCC(=O)OCC(=O)C1(OC(=O)CCC)C(C)CC2C3CCC4=CC(=O)C=CC4(C)C3(Cl)C(Cl)CC21C. The result is 1 (penetrates BBB). (3) The compound is CC[C@]1(O)C[C@H]2CN(CCc3c([nH]c4ccccc34)[C@@](C(=O)OC)(c3cc4c(cc3OC)N(C)[C@H]3[C@@](O)(C(N)=O)[C@H](O)[C@]5(CC)C=CCN6CC[C@]43[C@@H]65)C2)C1. The result is 0 (does not penetrate BBB).